This data is from Peptide-MHC class I binding affinity with 185,985 pairs from IEDB/IMGT. The task is: Regression. Given a peptide amino acid sequence and an MHC pseudo amino acid sequence, predict their binding affinity value. This is MHC class I binding data. (1) The peptide sequence is SLIVKCMPY. The MHC is HLA-B08:01 with pseudo-sequence HLA-B08:01. The binding affinity (normalized) is 0.0847. (2) The peptide sequence is RRWIQLGLQ. The MHC is HLA-B27:05 with pseudo-sequence HLA-B27:05. The binding affinity (normalized) is 0.771. (3) The peptide sequence is FSFPQITLW. The MHC is Mamu-A2201 with pseudo-sequence Mamu-A2201. The binding affinity (normalized) is 0.101.